Task: Predict which catalyst facilitates the given reaction.. Dataset: Catalyst prediction with 721,799 reactions and 888 catalyst types from USPTO (1) Reactant: [CH3:1][C:2]([CH3:4])=O.C(O)(=O)C.[C:9]([O:13][C:14]([N:16]1[CH:20]=[CH:19][C:18]([NH2:21])=[N:17]1)=[O:15])([CH3:12])([CH3:11])[CH3:10].C(O[BH-](OC(=O)C)OC(=O)C)(=O)C.[Na+]. Product: [C:9]([O:13][C:14]([N:16]1[CH:20]=[CH:19][C:18]([NH:21][CH:2]([CH3:4])[CH3:1])=[N:17]1)=[O:15])([CH3:12])([CH3:10])[CH3:11]. The catalyst class is: 2. (2) Reactant: [F:1][C:2]1[CH:3]=[C:4]2[C:8](=[CH:9][CH:10]=1)[N:7]([NH2:11])[CH:6]=[C:5]2[CH3:12].[CH3:13][C:14]1[C:19]([C:20](O)=[O:21])=[CH:18][N:17]=[C:16]([C:23]2[CH:28]=[CH:27][CH:26]=[CH:25][N:24]=2)[N:15]=1. Product: [F:1][C:2]1[CH:3]=[C:4]2[C:8](=[CH:9][CH:10]=1)[N:7]([NH:11][C:20]([C:19]1[C:14]([CH3:13])=[N:15][C:16]([C:23]3[CH:28]=[CH:27][CH:26]=[CH:25][N:24]=3)=[N:17][CH:18]=1)=[O:21])[CH:6]=[C:5]2[CH3:12]. The catalyst class is: 3. (3) Reactant: [Br:1][C:2]1[CH:7]=[CH:6][CH:5]=[C:4](F)[N:3]=1.NC[C:11]1([C:17]#[N:18])[CH2:16][CH2:15][O:14][CH2:13][CH2:12]1.[CH2:19]([N:21](CC)CC)C. Product: [Br:1][C:2]1[N:3]=[C:4]([NH:21][CH2:19][CH:13]2[CH2:12][CH:11]([C:17]#[N:18])[CH2:16][CH2:15][O:14]2)[CH:5]=[CH:6][CH:7]=1. The catalyst class is: 197. (4) Reactant: [C:1]([OH:7])(=O)[CH2:2][CH2:3][CH2:4][CH3:5].C(N(CC)C(C)C)(C)C.[CH3:17][C:18]1[CH:23]=[C:22]([N:24]2[CH2:29][CH2:28][O:27][CH2:26][CH2:25]2)[CH:21]=[C:20]([CH3:30])[C:19]=1[NH2:31].C(OCC)(=O)C. Product: [CH3:17][C:18]1[CH:23]=[C:22]([N:24]2[CH2:29][CH2:28][O:27][CH2:26][CH2:25]2)[CH:21]=[C:20]([CH3:30])[C:19]=1[NH:31][C:1](=[O:7])[CH2:2][CH2:3][CH2:4][CH3:5]. The catalyst class is: 9.